Predict the reaction yield, written as a fraction of the theoretical maximum amount of product (1.0 means a 100% yield; for example, 0.34 means a 34% yield). From a dataset of Reaction yield outcomes from USPTO patents with 853,638 reactions. (1) The reactants are [F:1][C:2]1[CH:3]=[CH:4][C:5]([N+:20]([O-])=O)=[C:6]([NH:8][C:9]2[C:10]([CH3:19])=[C:11]([CH:16]=[CH:17][CH:18]=2)[C:12]([O:14][CH3:15])=[O:13])[CH:7]=1. The catalyst is CO.[Pt]=O. The product is [NH2:20][C:5]1[CH:4]=[CH:3][C:2]([F:1])=[CH:7][C:6]=1[NH:8][C:9]1[C:10]([CH3:19])=[C:11]([CH:16]=[CH:17][CH:18]=1)[C:12]([O:14][CH3:15])=[O:13]. The yield is 0.690. (2) The reactants are [C:1]([O:5][C:6](=[O:25])[NH:7][CH:8]1[CH2:13][CH2:12][N:11]([C:14]2[N:15]([CH3:24])[C:16](=[O:23])[C:17](Cl)=[C:18]([C:20]#[N:21])[N:19]=2)[CH2:10][CH2:9]1)([CH3:4])([CH3:3])[CH3:2].[F:26][C:27]1[CH:28]=[C:29](B(O)O)[CH:30]=[CH:31][C:32]=1[O:33][CH3:34].C([O-])([O-])=O.[Na+].[Na+]. The catalyst is O1CCOCC1.O.C1C=CC(P(C2C=CC=CC=2)[C-]2C=CC=C2)=CC=1.C1C=CC(P(C2C=CC=CC=2)[C-]2C=CC=C2)=CC=1.Cl[Pd]Cl.[Fe+2]. The product is [C:1]([O:5][C:6](=[O:25])[NH:7][CH:8]1[CH2:13][CH2:12][N:11]([C:14]2[N:15]([CH3:24])[C:16](=[O:23])[C:17]([C:29]3[CH:30]=[CH:31][C:32]([O:33][CH3:34])=[C:27]([F:26])[CH:28]=3)=[C:18]([C:20]#[N:21])[N:19]=2)[CH2:10][CH2:9]1)([CH3:4])([CH3:3])[CH3:2]. The yield is 0.450. (3) The reactants are [CH2:1]([C:5]1[CH:10]=[CH:9][C:8]([CH:11]([CH3:15])[C:12]([OH:14])=[O:13])=[CH:7][CH:6]=1)[CH:2]([CH3:4])[CH3:3].O.[C:17]1(C)C=CC(S(O)(=O)=O)=C[CH:18]=1. The catalyst is C1C=CC=CC=1.C(O)C. The product is [CH2:17]([O:13][C:12](=[O:14])[CH:11]([C:8]1[CH:7]=[CH:6][C:5]([CH2:1][CH:2]([CH3:4])[CH3:3])=[CH:10][CH:9]=1)[CH3:15])[CH3:18]. The yield is 0.960. (4) The product is [CH3:1][O:2][C:3]1[C:8]([CH3:9])=[CH:7][N:6]=[C:5]([CH:10]=[O:11])[C:4]=1[CH3:12]. The reactants are [CH3:1][O:2][C:3]1[C:8]([CH3:9])=[CH:7][N:6]=[C:5]([CH2:10][OH:11])[C:4]=1[CH3:12]. The yield is 0.960. The catalyst is C(Cl)(Cl)Cl.O=[Mn]=O. (5) The reactants are Cl[C:2]1[N:3]=[C:4]([OH:12])[C:5]2[CH:11]=[CH:10][N:9]=[CH:8][C:6]=2[N:7]=1.[CH3:13][N:14]([C:22]1[CH:27]=[CH:26][CH:25]=[C:24]([N:28]2[CH2:33][CH2:32][O:31][CH2:30][CH2:29]2)[CH:23]=1)[C:15]1[CH:20]=[CH:19][C:18]([OH:21])=[CH:17][CH:16]=1. No catalyst specified. The product is [CH3:13][N:14]([C:22]1[CH:27]=[CH:26][CH:25]=[C:24]([N:28]2[CH2:33][CH2:32][O:31][CH2:30][CH2:29]2)[CH:23]=1)[C:15]1[CH:16]=[CH:17][C:18]([O:21][C:2]2[N:3]=[C:4]([OH:12])[C:5]3[CH:11]=[CH:10][N:9]=[CH:8][C:6]=3[N:7]=2)=[CH:19][CH:20]=1. The yield is 0.0300. (6) The reactants are [CH3:1][O:2][C:3](=[O:31])[C@H:4]([CH2:21][C:22]1[CH:27]=[CH:26][C:25]([N+:28]([O-:30])=[O:29])=[CH:24][CH:23]=1)[NH:5][C:6]([C:8]1([CH2:13][CH2:14][CH2:15][CH2:16][S:17]([CH3:20])(=[O:19])=[O:18])[CH2:12][CH2:11][CH2:10][CH2:9]1)=O.C1COCC1.COC1C=CC(P2(SP(C3C=CC(OC)=CC=3)(=S)S2)=[S:46])=CC=1.C(=O)(O)[O-].[Na+]. The catalyst is C1(C)C=CC=CC=1. The product is [CH3:1][O:2][C:3](=[O:31])[C@H:4]([CH2:21][C:22]1[CH:27]=[CH:26][C:25]([N+:28]([O-:30])=[O:29])=[CH:24][CH:23]=1)[NH:5][C:6]([C:8]1([CH2:13][CH2:14][CH2:15][CH2:16][S:17]([CH3:20])(=[O:19])=[O:18])[CH2:12][CH2:11][CH2:10][CH2:9]1)=[S:46]. The yield is 0.440. (7) The reactants are C[O:2]S(C1C=CC=CC=1)(=O)=O.[CH2:12]([O:19][C:20]1[CH:25]=[C:24]([CH2:26][CH3:27])[CH:23]=[CH:22][C:21]=1C1C=C(C)C=CC=1S(O)(=O)=O)[C:13]1[CH:18]=[CH:17][CH:16]=[CH:15][CH:14]=1.[Mg].Cl. The catalyst is CO. The product is [CH2:12]([O:19][C:20]1[CH:25]=[C:24]([CH2:26][CH3:27])[CH:23]=[CH:22][C:21]=1[OH:2])[C:13]1[CH:18]=[CH:17][CH:16]=[CH:15][CH:14]=1. The yield is 0.800. (8) The reactants are [Li+].[OH-:2].[C:3]([O:7][C:8]([N:10]([C@H:20]1[CH2:44][CH2:43][C@@:42]2([CH3:45])[C:22](=[CH:23][CH2:24][C@@H:25]3[C@@H:41]2[CH2:40][CH2:39][C@@:38]2([CH3:46])[C@H:26]3[CH2:27][CH2:28][C@@H:29]2[C@H:30]([CH3:37])[CH2:31][CH2:32][CH2:33][CH:34]([CH3:36])[CH3:35])[CH2:21]1)[CH2:11][CH2:12][CH2:13][CH2:14]C(OCC)=O)=[O:9])([CH3:6])([CH3:5])[CH3:4].C1C=CC2N(O)N=NC=2C=1.[CH2:57](Cl)[CH2:58]Cl.CC(CCC[C@H]([C@@H]1[C@]2(C)[C@H]([C@H]3[C@H](CC2)[C@]2(C)C(C[C@@H](N[CH2:89][CH2:90][CH2:91][NH:92][C:93](=[O:122])[CH2:94][CH2:95][NH:96][C:97](=[O:121])CCNC(=O)CCCCCNC4C5=NON=C5C([N+]([O-])=O)=CC=4)CC2)=CC3)CC1)C)C.C[OH:124]. The catalyst is C1COCC1.C(Cl)Cl. The product is [CH3:35][CH:34]([CH2:33][CH2:32][CH2:31][C@H:30]([C@@H:29]1[C@:38]2([CH3:46])[C@H:26]([C@H:25]3[C@H:41]([CH2:40][CH2:39]2)[C@:42]2([CH3:45])[C:22]([CH2:21][C@@H:20]([N:10]([CH2:11][CH2:12][CH2:13][CH2:14][C:97](=[O:121])[NH:96][CH2:95][CH2:94][C:93](=[O:122])[NH:92][CH2:91][CH2:90][C:89]([O:124][CH2:57][CH3:58])=[O:2])[C:8](=[O:9])[O:7][C:3]([CH3:6])([CH3:5])[CH3:4])[CH2:44][CH2:43]2)=[CH:23][CH2:24]3)[CH2:27][CH2:28]1)[CH3:37])[CH3:36]. The yield is 0.860. (9) The reactants are [CH2:1]([N:8]([CH3:22])[C:9]1[N:10]=[C:11](O)[C:12]2[C:17]([CH:18]=1)=[CH:16][C:15]([O:19][CH3:20])=[CH:14][CH:13]=2)[C:2]1[CH:7]=[CH:6][CH:5]=[CH:4][CH:3]=1.O=P(Cl)(Cl)[Cl:25]. No catalyst specified. The product is [CH2:1]([N:8]([CH3:22])[C:9]1[N:10]=[C:11]([Cl:25])[C:12]2[C:17]([CH:18]=1)=[CH:16][C:15]([O:19][CH3:20])=[CH:14][CH:13]=2)[C:2]1[CH:7]=[CH:6][CH:5]=[CH:4][CH:3]=1. The yield is 0.750.